This data is from Reaction yield outcomes from USPTO patents with 853,638 reactions. The task is: Predict the reaction yield, written as a fraction of the theoretical maximum amount of product (1.0 means a 100% yield; for example, 0.34 means a 34% yield). (1) The reactants are [Cl:1][C:2]1[CH:3]=[C:4]([NH2:9])[C:5]([NH2:8])=[CH:6][CH:7]=1.[C:10](OCC)(=[O:16])[C:11](OCC)=[O:12]. The yield is 0.960. The product is [Cl:1][C:2]1[CH:3]=[C:4]2[C:5](=[CH:6][CH:7]=1)[NH:8][C:11](=[O:12])[C:10](=[O:16])[NH:9]2. No catalyst specified. (2) The reactants are [Br:1][C:2]1[CH:7]=[N:6][C:5]([O:8][CH3:9])=[C:4]2[NH:10][CH:11]=[CH:12][C:3]=12.[H-].[Na+].[CH3:15][C:16]1[CH:21]=[CH:20][C:19]([S:22](Cl)(=[O:24])=[O:23])=[CH:18][CH:17]=1. The catalyst is CN(C)C=O. The product is [Br:1][C:2]1[CH:7]=[N:6][C:5]([O:8][CH3:9])=[C:4]2[N:10]([S:22]([C:19]3[CH:20]=[CH:21][C:16]([CH3:15])=[CH:17][CH:18]=3)(=[O:24])=[O:23])[CH:11]=[CH:12][C:3]=12. The yield is 1.00. (3) The reactants are Cl.[F:2][C:3]1[CH:8]=[CH:7][C:6]([CH:9]([C:17]2[CH:22]=[CH:21][C:20]([F:23])=[CH:19][CH:18]=2)[CH:10]2[C:15](=[O:16])[CH2:14][CH2:13][NH:12][CH2:11]2)=[CH:5][CH:4]=1.[CH3:24][O:25][C:26]1[CH:33]=[CH:32][C:31]([O:34][CH3:35])=[CH:30][C:27]=1[CH2:28]O.C(N(C(C)C)CC)(C)C.ClCCl. The catalyst is O. The product is [F:2][C:3]1[CH:8]=[CH:7][C:6]([CH:9]([C:17]2[CH:18]=[CH:19][C:20]([F:23])=[CH:21][CH:22]=2)[CH:10]2[C:15](=[O:16])[CH2:14][CH2:13][N:12]([CH2:28][C:27]3[CH:30]=[C:31]([O:34][CH3:35])[CH:32]=[CH:33][C:26]=3[O:25][CH3:24])[CH2:11]2)=[CH:5][CH:4]=1. The yield is 0.480. (4) The reactants are Br[C:2]1[CH:3]=[C:4]([CH2:10][NH:11][C:12]([C:14]2[CH:19]=[CH:18][CH:17]=[C:16]([C:20]([NH:22][CH2:23][C:24]3[C:25]([NH:37][CH:38]4[CH2:43][CH2:42][O:41][CH2:40][CH2:39]4)=[C:26]4[CH:34]=[N:33][N:32]([CH2:35][CH3:36])[C:27]4=[N:28][C:29]=3[CH2:30][CH3:31])=[O:21])[N:15]=2)=[O:13])[CH:5]=[CH:6][C:7]=1[O:8][CH3:9].CC1(C)C(C)(C)OB([C:52]2[CH:53]=[C:54]([CH2:58][CH:59]3[CH2:64][CH2:63][N:62]([C:65]([O:67][C:68]([CH3:71])([CH3:70])[CH3:69])=[O:66])[CH2:61][CH2:60]3)[CH:55]=[CH:56][CH:57]=2)O1.O1CCOCC1.C(=O)([O-])[O-].[K+].[K+]. The catalyst is C1C=CC([P]([Pd]([P](C2C=CC=CC=2)(C2C=CC=CC=2)C2C=CC=CC=2)([P](C2C=CC=CC=2)(C2C=CC=CC=2)C2C=CC=CC=2)[P](C2C=CC=CC=2)(C2C=CC=CC=2)C2C=CC=CC=2)(C2C=CC=CC=2)C2C=CC=CC=2)=CC=1.O. The product is [CH2:35]([N:32]1[C:27]2=[N:28][C:29]([CH2:30][CH3:31])=[C:24]([CH2:23][NH:22][C:20]([C:16]3[N:15]=[C:14]([C:12]([NH:11][CH2:10][C:4]4[CH:5]=[CH:6][C:7]([O:8][CH3:9])=[C:2]([C:56]5[CH:57]=[CH:52][CH:53]=[C:54]([CH2:58][CH:59]6[CH2:60][CH2:61][N:62]([C:65]([O:67][C:68]([CH3:71])([CH3:70])[CH3:69])=[O:66])[CH2:63][CH2:64]6)[CH:55]=5)[CH:3]=4)=[O:13])[CH:19]=[CH:18][CH:17]=3)=[O:21])[C:25]([NH:37][CH:38]3[CH2:43][CH2:42][O:41][CH2:40][CH2:39]3)=[C:26]2[CH:34]=[N:33]1)[CH3:36]. The yield is 1.13.